Predict the reactants needed to synthesize the given product. From a dataset of Retrosynthesis with 50K atom-mapped reactions and 10 reaction types from USPTO. (1) Given the product O=[N+]([O-])c1cn2c(n1)O[C@@H](COc1ccc3nc(N4CCN(Cc5ccc(OC(F)(F)F)cc5)CC4)sc3c1)CC2, predict the reactants needed to synthesize it. The reactants are: O=[N+]([O-])c1cn(CC[C@@H](O)COc2ccc3nc(N4CCN(Cc5ccc(OC(F)(F)F)cc5)CC4)sc3c2)c(Cl)n1. (2) Given the product COc1ccc(-c2cn(C(=O)OC(C)(C)C)nc2C)cc1Br, predict the reactants needed to synthesize it. The reactants are: CC(C)(C)OC(=O)OC(=O)OC(C)(C)C.COc1ccc(-c2c[nH]nc2C)cc1Br.